This data is from Peptide-MHC class II binding affinity with 134,281 pairs from IEDB. The task is: Regression. Given a peptide amino acid sequence and an MHC pseudo amino acid sequence, predict their binding affinity value. This is MHC class II binding data. The peptide sequence is VLMEWLKTRPILSPLTKGIL. The MHC is HLA-DPA10201-DPB10501 with pseudo-sequence HLA-DPA10201-DPB10501. The binding affinity (normalized) is 0.829.